From a dataset of Forward reaction prediction with 1.9M reactions from USPTO patents (1976-2016). Predict the product of the given reaction. (1) Given the reactants Cl.[O:2]([NH2:4])[CH3:3].[N:5]1C=CC=CC=1.[Br:11][C:12]1[S:16][C:15]([CH:17]=O)=[CH:14]C=1, predict the reaction product. The product is: [CH3:3][O:2]/[N:4]=[CH:17]\[C:15]1[S:16][C:12]([Br:11])=[N:5][CH:14]=1. (2) Given the reactants [C:1]([O:4][CH2:5][CH3:6])(=[O:3])[CH3:2].C[Si](C)(C)[N-][Si](C)(C)C.[Na+].[F:17][C:18]([F:28])([C:24]([F:27])([F:26])[F:25])[CH2:19][CH2:20][C:21](Cl)=[O:22], predict the reaction product. The product is: [F:17][C:18]([F:28])([C:24]([F:25])([F:26])[F:27])[CH2:19][CH2:20][C:21](=[O:22])[CH2:2][C:1]([O:4][CH2:5][CH3:6])=[O:3].